This data is from Reaction yield outcomes from USPTO patents with 853,638 reactions. The task is: Predict the reaction yield, written as a fraction of the theoretical maximum amount of product (1.0 means a 100% yield; for example, 0.34 means a 34% yield). (1) The reactants are [F:1][C:2]1[CH:3]=[C:4]2[C:12](=[CH:13][CH:14]=1)[N:11]([CH2:15][C:16]1[CH:25]=[CH:24][C:19]([C:20]([O:22][CH3:23])=[O:21])=[CH:18][CH:17]=1)[C:10]1[CH2:9][CH2:8][C:7](=[CH2:26])[C:6](=[O:27])[C:5]2=1.[CH3:28][C:29]1[NH:30][CH:31]=[CH:32][N:33]=1. The catalyst is C1(C)C=CC=CC=1. The product is [F:1][C:2]1[CH:3]=[C:4]2[C:12](=[CH:13][CH:14]=1)[N:11]([CH2:15][C:16]1[CH:25]=[CH:24][C:19]([C:20]([O:22][CH3:23])=[O:21])=[CH:18][CH:17]=1)[C:10]1[CH2:9][CH2:8][CH:7]([CH2:26][N:30]3[CH:31]=[CH:32][N:33]=[C:29]3[CH3:28])[C:6](=[O:27])[C:5]2=1. The yield is 0.440. (2) The reactants are Cl[C:2]1[CH:9]=[CH:8][C:5]([C:6]#[N:7])=[C:4]([O:10][CH2:11][C:12]([F:15])([F:14])[F:13])[N:3]=1.[B:16]1([OH:26])[C:20]2[CH:21]=[CH:22][C:23]([OH:25])=[CH:24][C:19]=2[CH2:18][O:17]1.C([O-])([O-])=O.[Cs+].[Cs+].Cl. The catalyst is CN(C=O)C. The product is [OH:26][B:16]1[C:20]2[CH:21]=[CH:22][C:23]([O:25][C:2]3[CH:9]=[CH:8][C:5]([C:6]#[N:7])=[C:4]([O:10][CH2:11][C:12]([F:15])([F:14])[F:13])[N:3]=3)=[CH:24][C:19]=2[CH2:18][O:17]1. The yield is 0.410. (3) The reactants are [Br:1][C:2]1[CH:10]=[CH:9][CH:8]=[C:7]2[C:3]=1[C:4](O)([C:19]1[C:20]([OH:28])=[CH:21][C:22]3[O:26][CH2:25][CH2:24][C:23]=3[CH:27]=1)[C:5](=[O:18])[N:6]2[CH2:11][C:12]1[CH:17]=[CH:16][CH:15]=[CH:14][N:13]=1.C(N(CC)CC)C.O=S(Cl)Cl. The catalyst is ClCCl.C(O)(=O)C.O1CCCC1.[Zn]. The product is [Br:1][C:2]1[CH:10]=[CH:9][CH:8]=[C:7]2[C:3]=1[CH:4]([C:19]1[C:20]([OH:28])=[CH:21][C:22]3[O:26][CH2:25][CH2:24][C:23]=3[CH:27]=1)[C:5](=[O:18])[N:6]2[CH2:11][C:12]1[CH:17]=[CH:16][CH:15]=[CH:14][N:13]=1. The yield is 0.770. (4) The reactants are [N:1]1([CH2:6][C:7]2[N:12]=[C:11]([NH:13]C(=O)OC(C)(C)C)[CH:10]=[CH:9][CH:8]=2)[CH2:5][CH2:4][CH2:3][CH2:2]1.C(O)(C(F)(F)F)=O. The catalyst is ClCCl. The product is [N:1]1([CH2:6][C:7]2[N:12]=[C:11]([NH2:13])[CH:10]=[CH:9][CH:8]=2)[CH2:5][CH2:4][CH2:3][CH2:2]1. The yield is 0.920. (5) The reactants are [Br:1][C:2]1[CH:3]=[CH:4][C:5]([OH:10])=[C:6]([CH:9]=1)[CH:7]=[O:8].Br[CH2:12][CH:13]([F:15])[F:14].C([O-])([O-])=O.[Cs+].[Cs+]. The catalyst is CN(C=O)C. The product is [Br:1][C:2]1[CH:3]=[CH:4][C:5]([O:10][CH2:12][CH:13]([F:15])[F:14])=[C:6]([CH:9]=1)[CH:7]=[O:8]. The yield is 0.750. (6) The reactants are C([NH:4][C:5]1[N:6]=[C:7]2[CH:12]=[CH:11][C:10]([C:13]3[N:17]4[CH2:18][CH2:19][N:20]([C:22]([O:24][C:25]([CH3:28])([CH3:27])[CH3:26])=[O:23])[CH2:21][C:16]4=[N:15][C:14]=3[C:29]3[CH:34]=[CH:33][C:32]([F:35])=[CH:31][CH:30]=3)=[N:9][N:8]2[CH:36]=1)(=O)C.[OH-].[K+]. The catalyst is CCO.O. The product is [NH2:4][C:5]1[N:6]=[C:7]2[CH:12]=[CH:11][C:10]([C:13]3[N:17]4[CH2:18][CH2:19][N:20]([C:22]([O:24][C:25]([CH3:26])([CH3:27])[CH3:28])=[O:23])[CH2:21][C:16]4=[N:15][C:14]=3[C:29]3[CH:30]=[CH:31][C:32]([F:35])=[CH:33][CH:34]=3)=[N:9][N:8]2[CH:36]=1. The yield is 0.980.